Dataset: Full USPTO retrosynthesis dataset with 1.9M reactions from patents (1976-2016). Task: Predict the reactants needed to synthesize the given product. (1) Given the product [F:1][C:2]1[CH:3]=[C:4]2[C:9](=[CH:10][C:11]=1[N:20]1[CH2:21][CH2:22][CH:17]([OH:16])[CH2:18][CH2:19]1)[NH:8][C:7](=[O:13])[CH:6]=[C:5]2[CH2:14][OH:15], predict the reactants needed to synthesize it. The reactants are: [F:1][C:2]1[CH:3]=[C:4]2[C:9](=[CH:10][C:11]=1F)[NH:8][C:7](=[O:13])[CH:6]=[C:5]2[CH2:14][OH:15].[OH:16][CH:17]1[CH2:22][CH2:21][NH:20][CH2:19][CH2:18]1.C(N(C(C)C)CC)(C)C.CS(C)=O. (2) Given the product [CH3:2][N:3]1[C:11]2[C:6](=[N:7][C:8]([C@@H:18]([NH:20][C:22]3[N:27]=[C:26]([NH2:28])[N:25]=[C:24]4[NH:29][N:30]=[CH:31][C:23]=34)[CH3:19])=[C:9]([C:12]3[N:16]([CH3:17])[N:15]=[CH:14][CH:13]=3)[CH:10]=2)[CH:5]=[CH:4]1, predict the reactants needed to synthesize it. The reactants are: Cl.[CH3:2][N:3]1[C:11]2[C:6](=[N:7][C:8]([C@@H:18]([NH2:20])[CH3:19])=[C:9]([C:12]3[N:16]([CH3:17])[N:15]=[CH:14][CH:13]=3)[CH:10]=2)[CH:5]=[CH:4]1.Cl[C:22]1[N:27]=[C:26]([NH2:28])[N:25]=[C:24]2[NH:29][N:30]=[CH:31][C:23]=12.C(N(C(C)C)C(C)C)C. (3) The reactants are: [I:1][C:2]1[CH:3]=[C:4]2[C:9](=[CH:10][CH:11]=1)[NH:8][CH:7]=[C:6]([C:12]#[N:13])[C:5]2=O.O=P(Cl)(Cl)[Cl:17]. Given the product [Cl:17][C:5]1[C:4]2[C:9](=[CH:10][CH:11]=[C:2]([I:1])[CH:3]=2)[N:8]=[CH:7][C:6]=1[C:12]#[N:13], predict the reactants needed to synthesize it. (4) Given the product [CH3:13][CH:11]([O:14][C:15]1[CH:23]=[C:22]2[C:18]([CH:19]=[N:20][NH:21]2)=[CH:17][C:16]=1[NH:24][C:2]1[C:3]2[CH:10]=[CH:9][NH:8][C:4]=2[N:5]=[CH:6][N:7]=1)[CH3:12], predict the reactants needed to synthesize it. The reactants are: Cl[C:2]1[C:3]2[CH:10]=[CH:9][NH:8][C:4]=2[N:5]=[CH:6][N:7]=1.[CH:11]([O:14][C:15]1[CH:23]=[C:22]2[C:18]([CH:19]=[N:20][NH:21]2)=[CH:17][C:16]=1[NH2:24])([CH3:13])[CH3:12]. (5) Given the product [CH:26]([Si:22]([CH:23]([CH3:25])[CH3:24])([CH:29]([CH3:31])[CH3:30])[O:21][CH2:20][C@@H:19]([O:32][CH2:33][C:34]1[CH:35]=[CH:36][CH:37]=[CH:38][CH:39]=1)[C@@H:18]([O:40][CH2:41][C:42]1[CH:43]=[CH:44][CH:45]=[CH:46][CH:47]=1)[C@@H:15]([O:14][CH2:7][C:8]1[CH:13]=[CH:12][CH:11]=[CH:10][CH:9]=1)[CH:16]=[CH2:1])([CH3:28])[CH3:27], predict the reactants needed to synthesize it. The reactants are: [CH3:1]C([O-])(C)C.[K+].[CH2:7]([O:14][C@H:15]([C@H:18]([O:40][CH2:41][C:42]1[CH:47]=[CH:46][CH:45]=[CH:44][CH:43]=1)[C@H:19]([O:32][CH2:33][C:34]1[CH:39]=[CH:38][CH:37]=[CH:36][CH:35]=1)[CH2:20][O:21][Si:22]([CH:29]([CH3:31])[CH3:30])([CH:26]([CH3:28])[CH3:27])[CH:23]([CH3:25])[CH3:24])[CH:16]=O)[C:8]1[CH:13]=[CH:12][CH:11]=[CH:10][CH:9]=1.[NH4+].[Cl-]. (6) The reactants are: [CH3:1][N:2]1[C:11](=[O:12])[C:10]2[N:9]([CH2:13][CH:14](OS(C)(=O)=O)[CH2:15][CH3:16])[C:8]([Cl:22])=[N:7][C:6]=2[N:5]([CH3:23])[C:3]1=[O:4].N12CCCN=C1CCCCC2. Given the product [CH3:1][N:2]1[C:11](=[O:12])[C:10]2[N:9](/[CH:13]=[CH:14]/[CH2:15][CH3:16])[C:8]([Cl:22])=[N:7][C:6]=2[N:5]([CH3:23])[C:3]1=[O:4], predict the reactants needed to synthesize it. (7) Given the product [N:14]1([CH2:11][C:12]([NH:1][C:2]2[N:10]=[CH:9][CH:8]=[CH:7][C:3]=2[C:4]([NH2:6])=[O:5])=[O:41])[CH:17]=[N:25][CH:24]=[N:20]1, predict the reactants needed to synthesize it. The reactants are: [NH2:1][C:2]1[N:10]=[CH:9][CH:8]=[CH:7][C:3]=1[C:4]([NH2:6])=[O:5].[CH:11]([N:14]([CH:17](C)C)CC)(C)[CH3:12].[N:20]1(OC(N(C)C)=[N+](C)C)[C:24]2[N:25]=CC=CC=2N=N1.CN(C=[O:41])C. (8) Given the product [N:18]1[C:19]2[C:24](=[CH:23][CH:22]=[CH:21][CH:20]=2)[CH:25]=[C:16]([N:5]2[CH2:6][C@@H:1]3[CH2:7][C@H:4]2[CH2:3][N:2]3[C:8]([O:10][C:11]([CH3:14])([CH3:13])[CH3:12])=[O:9])[CH:17]=1, predict the reactants needed to synthesize it. The reactants are: [C@H:1]12[CH2:7][C@H:4]([NH:5][CH2:6]1)[CH2:3][N:2]2[C:8]([O:10][C:11]([CH3:14])([CH3:13])[CH3:12])=[O:9].Br[C:16]1[CH:17]=[N:18][C:19]2[C:24]([CH:25]=1)=[CH:23][CH:22]=[CH:21][CH:20]=2. (9) Given the product [C:4]([O:6][CH2:16][C:15](=[O:18])[NH:14][CH2:10][CH2:11][CH2:12][CH3:13])(=[O:5])/[CH:3]=[CH:2]/[C:1]([O:8][CH3:9])=[O:7], predict the reactants needed to synthesize it. The reactants are: [C:1]([O:8][CH3:9])(=[O:7])/[CH:2]=[CH:3]/[C:4]([OH:6])=[O:5].[CH2:10]([NH:14][C:15](=[O:18])[CH2:16]Cl)[CH2:11][CH2:12][CH3:13]. (10) Given the product [O:69]=[CH:70][C@H:71]([C@H:72]([C@@H:73]([C@@H:74]([CH2:76][OH:77])[OH:75])[OH:78])[OH:79])[OH:80], predict the reactants needed to synthesize it. The reactants are: C[C@@H]([C@@H]1[C@@]2(C)CC[C@@H]3[C@@]4(C)CC[C@H](OS([O-])(=O)=O)C[C@]4(O)[C@H](O)C[C@H]3[C@@H]2CC1)CCCC(C)C.[Na+].[N-]=[N+]=[N-].[Na+].C1C(N=C=S)=CC2C(OC3(C4C=CC(O)=CC=4OC4C=C(O)C=CC3=4)C=2C=1)=O.C[O:69][C@H:70]1[O:75][C@H:74]([CH2:76][OH:77])[C@@H:73]([OH:78])[C@H:72]([OH:79])[C@@H:71]1[OH:80].